This data is from Forward reaction prediction with 1.9M reactions from USPTO patents (1976-2016). The task is: Predict the product of the given reaction. (1) Given the reactants [F:1][C:2]1[CH:3]=[C:4]([N+]([O-])=O)[C:5]([C:8]#[N:9])=[N:6][CH:7]=1.[CH3:13][O:14][C:15](=[O:18])[CH2:16][SH:17].[OH-].[K+], predict the reaction product. The product is: [NH2:9][C:8]1[C:5]2=[N:6][CH:7]=[C:2]([F:1])[CH:3]=[C:4]2[S:17][C:16]=1[C:15]([O:14][CH3:13])=[O:18]. (2) Given the reactants O[CH2:2][C:3]1[C:4]([C:11]2[NH:12][CH:13]=[CH:14][N:15]=2)=[C:5]([OH:10])[C:6]([CH3:9])=[N:7][CH:8]=1.S(Cl)([Cl:18])=O, predict the reaction product. The product is: [ClH:18].[Cl:18][CH2:2][C:3]1[C:4]([C:11]2[NH:12][CH:13]=[CH:14][N:15]=2)=[C:5]([OH:10])[C:6]([CH3:9])=[N:7][CH:8]=1. (3) Given the reactants C([O:3][C:4](=O)[CH2:5][C:6]([CH:8]1[CH2:10][CH2:9]1)=O)C.[CH3:12][NH:13][NH2:14], predict the reaction product. The product is: [CH:8]1([C:6]2[CH:5]=[C:4]([OH:3])[N:13]([CH3:12])[N:14]=2)[CH2:10][CH2:9]1.